From a dataset of Blood-brain barrier penetration binary classification data from Martins et al.. Regression/Classification. Given a drug SMILES string, predict its absorption, distribution, metabolism, or excretion properties. Task type varies by dataset: regression for continuous measurements (e.g., permeability, clearance, half-life) or binary classification for categorical outcomes (e.g., BBB penetration, CYP inhibition). Dataset: bbb_martins. (1) The drug is CC(C)=CCN1CC[C@]23c4c5ccc(O)c4O[C@H]2C(=O)CC[C@@]3(O)[C@H]1C5. The result is 1 (penetrates BBB). (2) The drug is CC(=O)OCC1=C(C(=O)O)N2C(=O)[C@@H](NC(=O)CSc3ccncc3)[C@H]2SC1. The result is 0 (does not penetrate BBB).